Predict which catalyst facilitates the given reaction. From a dataset of Catalyst prediction with 721,799 reactions and 888 catalyst types from USPTO. (1) Reactant: [NH:1]([C:5]1[CH:11]=[CH:10][C:8]([OH:9])=[CH:7][CH:6]=1)[C:2]([CH3:4])=[O:3].Cl.[C:13](Cl)(=[O:20])[C:14]1[CH:19]=[CH:18][CH:17]=[N:16][CH:15]=1. Product: [C:13]([O:9][C:8]1[CH:10]=[CH:11][C:5]([NH:1][C:2](=[O:3])[CH3:4])=[CH:6][CH:7]=1)(=[O:20])[C:14]1[CH:19]=[CH:18][CH:17]=[N:16][CH:15]=1. The catalyst class is: 1. (2) Reactant: C([Si](C)(C)[N:6]1[C:10]2=[N:11][CH:12]=[C:13]([C:15]([C:17]3[CH:22]=[CH:21][C:20]([N:23]([CH3:25])[CH3:24])=[CH:19][CH:18]=3)=[O:16])[CH:14]=[C:9]2[CH:8]=[CH:7]1)(C)(C)C.CCCC[N+](CCCC)(CCCC)CCCC.[F-]. Product: [CH3:24][N:23]([CH3:25])[C:20]1[CH:19]=[CH:18][C:17]([C:15]([C:13]2[CH:14]=[C:9]3[CH:8]=[CH:7][NH:6][C:10]3=[N:11][CH:12]=2)=[O:16])=[CH:22][CH:21]=1. The catalyst class is: 1.